The task is: Predict which catalyst facilitates the given reaction.. This data is from Catalyst prediction with 721,799 reactions and 888 catalyst types from USPTO. (1) Reactant: C([O-])([O-])=O.[K+].[K+].[OH:7][C:8]1[CH:15]=[CH:14][CH:13]=[C:12]([OH:16])[C:9]=1[CH:10]=[O:11].Cl[CH2:18][C:19]1[CH2:20][CH2:21][N:22]([CH3:33])[CH2:23][C:24]=1[C:25]1[N:29]([CH:30]([CH3:32])[CH3:31])[N:28]=[CH:27][CH:26]=1. Product: [OH:7][C:8]1[CH:15]=[CH:14][CH:13]=[C:12]([O:16][CH2:18][C:19]2[CH2:20][CH2:21][N:22]([CH3:33])[CH2:23][C:24]=2[C:25]2[N:29]([CH:30]([CH3:31])[CH3:32])[N:28]=[CH:27][CH:26]=2)[C:9]=1[CH:10]=[O:11]. The catalyst class is: 31. (2) Reactant: [NH:1]1[CH2:6][CH2:5][NH:4][CH2:3][CH2:2]1.CS[C:9]1[N:10]=[N:11][CH:12]=[CH:13][N:14]=1.C(N(CC)CC)C.C(OCC)(=O)C. Product: [N:1]1([C:9]2[N:10]=[N:11][CH:12]=[CH:13][N:14]=2)[CH2:6][CH2:5][NH:4][CH2:3][CH2:2]1. The catalyst class is: 51. (3) Reactant: [OH:1][C:2]1[CH:3]=[C:4]([NH:9][C:10](=[O:16])[O:11][C:12]([CH3:15])([CH3:14])[CH3:13])[CH:5]=[CH:6][C:7]=1[CH3:8].Br[C:18]1[CH:19]=[CH:20][C:21]([N+:24]([O-:26])=[O:25])=[N:22][CH:23]=1.C(=O)([O-])[O-].[Cs+].[Cs+].CN(C)C=O. Product: [CH3:8][C:7]1[CH:6]=[CH:5][C:4]([NH:9][C:10](=[O:16])[O:11][C:12]([CH3:13])([CH3:15])[CH3:14])=[CH:3][C:2]=1[O:1][C:18]1[CH:23]=[N:22][C:21]([N+:24]([O-:26])=[O:25])=[CH:20][CH:19]=1. The catalyst class is: 6.